Dataset: Forward reaction prediction with 1.9M reactions from USPTO patents (1976-2016). Task: Predict the product of the given reaction. (1) Given the reactants [S:1]([O-:5])([O-:4])(=[O:3])=[O:2].[Na+].[Na+].O(Cl)Cl.[Zr:11].Cl, predict the reaction product. The product is: [S:1]([O-:5])([O-:4])(=[O:3])=[O:2].[Zr+4:11].[S:1]([O-:5])([O-:4])(=[O:3])=[O:2]. (2) Given the reactants [Si:1]([O:18][CH2:19][C@H:20]1[O:24][C@@H:23]([N:25]2[CH:32]=[C:31]([CH3:33])[C:29](=[O:30])[N:28](COCC3C=CC=CC=3)[C:26]2=[O:27])[C@H:22]([O:43][CH2:44][CH2:45][O:46][CH3:47])[C@@H:21]1[OH:48])([C:14]([CH3:17])([CH3:16])[CH3:15])([C:8]1[CH:13]=[CH:12][CH:11]=[CH:10][CH:9]=1)[C:2]1[CH:7]=[CH:6][CH:5]=[CH:4][CH:3]=1.[H][H], predict the reaction product. The product is: [Si:1]([O:18][CH2:19][C@H:20]1[O:24][C@@H:23]([N:25]2[CH:32]=[C:31]([CH3:33])[C:29](=[O:30])[NH:28][C:26]2=[O:27])[C@H:22]([O:43][CH2:44][CH2:45][O:46][CH3:47])[C@@H:21]1[OH:48])([C:14]([CH3:16])([CH3:15])[CH3:17])([C:2]1[CH:3]=[CH:4][CH:5]=[CH:6][CH:7]=1)[C:8]1[CH:13]=[CH:12][CH:11]=[CH:10][CH:9]=1. (3) Given the reactants [Cl:1][C:2]1[CH:7]=[CH:6][C:5]([N+:8]([O-:10])=[O:9])=[C:4]([N+:11]([O-])=O)[CH:3]=1.[F:14][C:15]1[CH:21]=[CH:20][C:18](N)=[CH:17][CH:16]=1, predict the reaction product. The product is: [Cl:1][C:2]1[CH:7]=[CH:6][C:5]([N+:8]([O-:10])=[O:9])=[C:4]([NH:11][C:18]2[CH:20]=[CH:21][C:15]([F:14])=[CH:16][CH:17]=2)[CH:3]=1. (4) Given the reactants [F:1][C:2]1[CH:9]=[CH:8][C:5]([CH:6]=O)=[CH:4][CH:3]=1.[CH3:10][O:11][C:12](=[O:18])[CH2:13][CH:14]([NH2:17])[CH2:15][CH3:16].C([BH3-])#N.[Na+].C(=O)(O)[O-].[Na+], predict the reaction product. The product is: [CH3:10][O:11][C:12](=[O:18])[CH2:13][CH:14]([NH:17][CH2:6][C:5]1[CH:8]=[CH:9][C:2]([F:1])=[CH:3][CH:4]=1)[CH2:15][CH3:16]. (5) Given the reactants [CH3:1][O:2][C:3]([C@@H:5]1[CH2:9][C@@H:8]([S:10]([C:13]2[CH:18]=[CH:17][C:16]([F:19])=[CH:15][C:14]=2[C:20]([F:23])([F:22])[F:21])(=[O:12])=[O:11])[CH2:7][N:6]1[C:24](=O)[CH2:25][C:26](=[O:28])[CH3:27])=[O:4].COC1C=CC(P2(SP(C3C=CC(OC)=CC=3)(=S)S2)=[S:39])=CC=1, predict the reaction product. The product is: [CH3:1][O:2][C:3]([C@@H:5]1[CH2:9][C@@H:8]([S:10]([C:13]2[CH:18]=[CH:17][C:16]([F:19])=[CH:15][C:14]=2[C:20]([F:23])([F:22])[F:21])(=[O:12])=[O:11])[CH2:7][N:6]1[C:24](=[S:39])[CH2:25][C:26](=[O:28])[CH3:27])=[O:4]. (6) Given the reactants [NH2:1][C@H:2]([C:6]([OH:8])=O)[C@@H:3]([CH3:5])[OH:4].[CH2:9]([NH-:11])[CH3:10].Cl.C(N(CC)CC)C.[OH:20][C:21]1[CH:29]=[C:28]([C:30]#[C:31][C:32]2[CH:37]=[CH:36][CH:35]=[CH:34][CH:33]=2)[CH:27]=[CH:26][C:22]=1[C:23](O)=[O:24].C1C=CC2N(O)N=NC=2C=1.C1CCC(N=C=NC2CCCCC2)CC1, predict the reaction product. The product is: [CH2:9]([NH:11][C:6](=[O:8])[C@@H:2]([NH:1][C:23](=[O:24])[C:22]1[CH:26]=[CH:27][C:28]([C:30]#[C:31][C:32]2[CH:33]=[CH:34][CH:35]=[CH:36][CH:37]=2)=[CH:29][C:21]=1[OH:20])[C@H:3]([OH:4])[CH3:5])[CH3:10]. (7) Given the reactants [NH2:1][C:2]1[CH:3]=[C:4]([CH:14]=[C:15]([CH3:18])[C:16]=1[NH2:17])[O:5][CH2:6][CH2:7][CH2:8][C:9]([O:11][CH2:12][CH3:13])=[O:10].[C:19](OCC)(OCC)(OCC)[O:20][CH2:21][CH3:22], predict the reaction product. The product is: [CH2:21]([O:20][C:19]1[NH:1][C:2]2[CH:3]=[C:4]([O:5][CH2:6][CH2:7][CH2:8][C:9]([O:11][CH2:12][CH3:13])=[O:10])[CH:14]=[C:15]([CH3:18])[C:16]=2[N:17]=1)[CH3:22]. (8) Given the reactants [CH3:1][O:2][C:3]1[CH:12]=[C:11]2[C:6]([C:7]([C:17]([NH:19][CH3:20])=[O:18])=[CH:8][C:9](=[O:16])[N:10]2[CH2:13][CH:14]=O)=[CH:5][CH:4]=1.[O:21]1[C:26]2[CH:27]=[CH:28][C:29]([CH2:31][N:32]([CH:40]3[CH2:45][CH2:44][NH:43][CH2:42][CH2:41]3)[C:33](=[O:39])[O:34][C:35]([CH3:38])([CH3:37])[CH3:36])=[CH:30][C:25]=2[O:24][CH2:23][CH2:22]1.C(O[BH-](OC(=O)C)OC(=O)C)(=O)C.[Na+].C(=O)([O-])O.[Na+], predict the reaction product. The product is: [O:21]1[C:26]2[CH:27]=[CH:28][C:29]([CH2:31][N:32]([CH:40]3[CH2:45][CH2:44][N:43]([CH2:14][CH2:13][N:10]4[C:11]5[C:6](=[CH:5][CH:4]=[C:3]([O:2][CH3:1])[CH:12]=5)[C:7]([C:17]([NH:19][CH3:20])=[O:18])=[CH:8][C:9]4=[O:16])[CH2:42][CH2:41]3)[C:33](=[O:39])[O:34][C:35]([CH3:38])([CH3:36])[CH3:37])=[CH:30][C:25]=2[O:24][CH2:23][CH2:22]1.